From a dataset of Reaction yield outcomes from USPTO patents with 853,638 reactions. Predict the reaction yield, written as a fraction of the theoretical maximum amount of product (1.0 means a 100% yield; for example, 0.34 means a 34% yield). (1) The reactants are [Cl:1][C:2]1[C:3](O)=[C:4]([CH:8]=[CH:9][CH:10]=1)[C:5]([OH:7])=[O:6].[C:12](=O)([O-])[O-].[K+].[K+].CI.CN(C)[CH:22]=[O:23]. The catalyst is O. The product is [Cl:1][C:2]1[C:3]([O:23][CH3:22])=[C:4]([CH:8]=[CH:9][CH:10]=1)[C:5]([O:7][CH3:12])=[O:6]. The yield is 1.00. (2) The reactants are [CH2:1]([O:8][C@@H:9]1[C@H:13]([OH:14])[C@@H:12]([CH2:15][OH:16])[O:11][CH2:10]1)[C:2]1[CH:7]=[CH:6][CH:5]=[CH:4][CH:3]=1.N1C=CC=CC=1.[CH3:23][O:24][C:25]1[CH:46]=[CH:45][C:28]([C:29](Cl)([C:38]2[CH:43]=[CH:42][CH:41]=[CH:40][CH:39]=2)[C:30]2[CH:35]=[CH:34][C:33]([O:36][CH3:37])=[CH:32][CH:31]=2)=[CH:27][CH:26]=1. No catalyst specified. The product is [CH2:1]([O:8][C@@H:9]1[C@H:13]([OH:14])[C@@H:12]([CH2:15][O:16][C:29]([C:28]2[CH:45]=[CH:46][C:25]([O:24][CH3:23])=[CH:26][CH:27]=2)([C:30]2[CH:35]=[CH:34][C:33]([O:36][CH3:37])=[CH:32][CH:31]=2)[C:38]2[CH:39]=[CH:40][CH:41]=[CH:42][CH:43]=2)[O:11][CH2:10]1)[C:2]1[CH:7]=[CH:6][CH:5]=[CH:4][CH:3]=1. The yield is 0.700. (3) The reactants are [CH3:1][C@H:2]([C@@:10]([OH:25])([C:17]1[CH:18]=[CH:19][C:20]([F:24])=[CH:21][C:22]=1[F:23])[CH2:11][N:12]1[N:16]=[CH:15][N:14]=[CH:13]1)[C:3]1[N:8]=[CH:7][N:6]=[CH:5][C:4]=1[F:9].[C@@]12(CS([O-])(=O)=O)C(C)(C)C(CC1)CC2=O.C([O-])([O-])=O.[Na+].[Na+]. The catalyst is O. The product is [CH3:1][C@H:2]([C@@:10]([OH:25])([C:17]1[CH:18]=[CH:19][C:20]([F:24])=[CH:21][C:22]=1[F:23])[CH2:11][N:12]1[N:16]=[CH:15][N:14]=[CH:13]1)[C:3]1[N:8]=[CH:7][N:6]=[CH:5][C:4]=1[F:9]. The yield is 0.811. (4) The reactants are [CH:1]1([C:4]2[C:5]([N:25]([S:33]([CH3:36])(=[O:35])=[O:34])[CH2:26][CH2:27][CH2:28]/[C:29](=[N:31]/[OH:32])/[NH2:30])=[CH:6][C:7]3[O:11][C:10]([C:12]4[CH:17]=[CH:16][C:15]([F:18])=[CH:14][CH:13]=4)=[C:9]([C:19]4[NH:20][CH:21]=[CH:22][N:23]=4)[C:8]=3[CH:24]=2)[CH2:3][CH2:2]1.[C:37](N1C=CN=C1)(N1C=CN=C1)=[S:38].N12CCCN=C1CCCCC2.Cl. The catalyst is C(#N)C.C(OCC)(=O)C.O. The product is [CH:1]1([C:4]2[C:5]([N:25]([CH2:26][CH2:27][CH2:28][C:29]3[NH:30][C:37](=[S:38])[O:32][N:31]=3)[S:33]([CH3:36])(=[O:35])=[O:34])=[CH:6][C:7]3[O:11][C:10]([C:12]4[CH:17]=[CH:16][C:15]([F:18])=[CH:14][CH:13]=4)=[C:9]([C:19]4[NH:20][CH:21]=[CH:22][N:23]=4)[C:8]=3[CH:24]=2)[CH2:3][CH2:2]1. The yield is 0.800. (5) The reactants are Cl[C:2]1[CH:7]=[CH:6][N:5]=[C:4]2[NH:8][C:9]([C:11]([F:14])([F:13])[F:12])=[CH:10][C:3]=12.Cl.[I-:16].[Na+].[OH-].[Na+]. The catalyst is O1CCOCC1. The product is [I:16][C:2]1[CH:7]=[CH:6][N:5]=[C:4]2[NH:8][C:9]([C:11]([F:14])([F:13])[F:12])=[CH:10][C:3]=12. The yield is 0.290.